From a dataset of Catalyst prediction with 721,799 reactions and 888 catalyst types from USPTO. Predict which catalyst facilitates the given reaction. (1) Reactant: [C:1]([O:5][C:6]([NH:8][CH2:9][CH:10]([OH:16])[C:11]([O:13][CH2:14][CH3:15])=[O:12])=[O:7])([CH3:4])([CH3:3])[CH3:2].C(N(C(C)C)CC)(C)C.[CH3:26][S:27](O[S:27]([CH3:26])(=[O:29])=[O:28])(=[O:29])=[O:28]. Product: [C:1]([O:5][C:6]([NH:8][CH2:9][CH:10]([O:16][S:27]([CH3:26])(=[O:29])=[O:28])[C:11]([O:13][CH2:14][CH3:15])=[O:12])=[O:7])([CH3:4])([CH3:3])[CH3:2]. The catalyst class is: 2. (2) Reactant: [NH2:1][C:2]1[C:3](=[O:18])[NH:4][C:5](=[S:17])[N:6]([C:9]2[CH:10]=[C:11]([CH:14]=[CH:15][CH:16]=2)[C:12]#[N:13])[C:7]=1[NH2:8].[C:19](O)(=O)C.C(N)=N. Product: [O:18]=[C:3]1[NH:4][C:5](=[S:17])[N:6]([C:9]2[CH:10]=[C:11]([CH:14]=[CH:15][CH:16]=2)[C:12]#[N:13])[C:7]2[N:8]=[CH:19][NH:1][C:2]1=2. The catalyst class is: 16. (3) Reactant: Cl.Cl.[CH2:3]([NH:10][C@@H:11]1[CH2:15][CH2:14][NH:13][CH2:12]1)[C:4]1[CH:9]=[CH:8][CH:7]=[CH:6][CH:5]=1.Cl[C:17]1[N:22]([CH3:23])[C:21](=[O:24])[CH:20]=[C:19]([C:25]2[CH:30]=[CH:29][N:28]=[CH:27][CH:26]=2)[N:18]=1.C(N(CC)CC)C. Product: [CH2:3]([NH:10][C@@H:11]1[CH2:15][CH2:14][N:13]([C:17]2[N:22]([CH3:23])[C:21](=[O:24])[CH:20]=[C:19]([C:25]3[CH:26]=[CH:27][N:28]=[CH:29][CH:30]=3)[N:18]=2)[CH2:12]1)[C:4]1[CH:5]=[CH:6][CH:7]=[CH:8][CH:9]=1. The catalyst class is: 7. (4) Reactant: [CH3:1][C@@H:2]1[CH2:6][C@@H:5]([CH:7]2[CH2:9][N@@:8]2[S:10]([C:13]2[CH:18]=[CH:17][CH:16]=[CH:15][C:14]=2[N+:19]([O-:21])=[O:20])(=[O:12])=[O:11])[O:4][C:3]1=[O:22].[CH3:23][C:24]1([CH3:38])[CH2:29][N:28]([C:30]2[CH:35]=[CH:34][CH:33]=[CH:32][C:31]=2[CH3:36])[C:27](=[O:37])[CH2:26][NH:25]1. Product: [CH3:23][C:24]1([CH3:38])[CH2:29][N:28]([C:30]2[CH:35]=[CH:34][CH:33]=[CH:32][C:31]=2[CH3:36])[C:27](=[O:37])[CH2:26][N:25]1[CH2:9][C@H:7]([NH:8][S:10]([C:13]1[CH:18]=[CH:17][CH:16]=[CH:15][C:14]=1[N+:19]([O-:21])=[O:20])(=[O:12])=[O:11])[C@@H:5]1[CH2:6][C@@H:2]([CH3:1])[C:3](=[O:22])[O:4]1. The catalyst class is: 11. (5) The catalyst class is: 9. Reactant: Cl.Cl[CH2:3][CH2:4][N:5]1[CH2:10][CH2:9][O:8][CH2:7][CH2:6]1.C(N(CC)C(C)C)(C)C.[F:20][C:21]1[CH:26]=[CH:25][C:24]([NH:27][C:28]2[C:37]3[C:32](=[CH:33][CH:34]=[C:35]([C:38](=[O:41])[NH:39][CH3:40])[CH:36]=3)[N:31]=[CH:30][C:29]=2[C:42]([OH:44])=[O:43])=[CH:23][CH:22]=1. Product: [F:20][C:21]1[CH:22]=[CH:23][C:24]([NH:27][C:28]2[C:37]3[C:32](=[CH:33][CH:34]=[C:35]([C:38](=[O:41])[NH:39][CH3:40])[CH:36]=3)[N:31]=[CH:30][C:29]=2[C:42]([O:44][CH2:3][CH2:4][N:5]2[CH2:10][CH2:9][O:8][CH2:7][CH2:6]2)=[O:43])=[CH:25][CH:26]=1.